From a dataset of Catalyst prediction with 721,799 reactions and 888 catalyst types from USPTO. Predict which catalyst facilitates the given reaction. (1) Reactant: [CH2:1]([O:8][C:9]1[CH:10]=[C:11]([S:15][C:16]2[CH:21]=[CH:20][C:19]([CH2:22][CH2:23][CH2:24][C:25]([CH2:33][OH:34])([CH2:30][C:31]#[CH:32])[C:26]([O:28][CH3:29])=[O:27])=[C:18]([Cl:35])[CH:17]=2)[CH:12]=[CH:13][CH:14]=1)[C:2]1[CH:7]=[CH:6][CH:5]=[CH:4][CH:3]=1.C(NC(C)C)(C)C.[CH2:43](Cl)[O:44][CH3:45].O. Product: [CH2:1]([O:8][C:9]1[CH:10]=[C:11]([S:15][C:16]2[CH:21]=[CH:20][C:19]([CH2:22][CH2:23][CH2:24][C:25]([CH2:33][O:34][CH2:43][O:44][CH3:45])([CH2:30][C:31]#[CH:32])[C:26]([O:28][CH3:29])=[O:27])=[C:18]([Cl:35])[CH:17]=2)[CH:12]=[CH:13][CH:14]=1)[C:2]1[CH:3]=[CH:4][CH:5]=[CH:6][CH:7]=1. The catalyst class is: 10. (2) Reactant: [CH3:1][O:2][C:3]([CH:5]1[CH2:11][CH2:10][CH:9]2[N:12]([C:13]([O:15][C:16]([CH3:19])([CH3:18])[CH3:17])=[O:14])[CH:6]1[CH2:7][CH2:8]2)=[O:4].I[CH2:21][CH2:22][CH3:23].C[Si]([N-][Si](C)(C)C)(C)C.[K+].C1(C)C=CC=CC=1.[Cl-].[NH4+]. Product: [CH3:1][O:2][C:3]([C:5]1([CH2:21][CH2:22][CH3:23])[CH2:11][CH2:10][CH:9]2[N:12]([C:13]([O:15][C:16]([CH3:19])([CH3:18])[CH3:17])=[O:14])[CH:6]1[CH2:7][CH2:8]2)=[O:4]. The catalyst class is: 7. (3) Product: [NH:5]1[CH:9]=[CH:8][C:7]([CH2:10][N:11]2[CH2:12][CH2:13][O:14][CH2:15][CH2:16]2)=[CH:6]1. The catalyst class is: 1. Reactant: C([Si](C(C)C)(C(C)C)[N:5]1[CH:9]=[CH:8][C:7]([CH2:10][N:11]2[CH2:16][CH2:15][O:14][CH2:13][CH2:12]2)=[CH:6]1)(C)C.[N+](CCCC)(CCCC)(CCCC)CCCC.[F-]. (4) Reactant: [F:1][C:2]([F:41])([F:40])[C:3]1[CH:4]=[C:5]([CH:13]([C:35]2[N:36]=[N:37][NH:38][N:39]=2)[N:14]2[C:23]3[C:18](=[CH:19][CH:20]=[C:21]([C:24]([F:27])([F:26])[F:25])[CH:22]=3)[N:17]([C:28]([O:30][CH2:31][CH3:32])=[O:29])[CH:16]([CH2:33][CH3:34])[CH2:15]2)[CH:6]=[C:7]([C:9]([F:12])([F:11])[F:10])[CH:8]=1.C(C1CNC2C(=CC=CC=2)N1)C.CCN(C(C)C)C(C)C.Br[CH2:64][C:65]([NH2:67])=[O:66]. Product: [F:41][C:2]([F:1])([F:40])[C:3]1[CH:4]=[C:5]([CH:13]([C:35]2[N:36]=[N:37][N:38]([CH2:64][C:65]([NH2:67])=[O:66])[N:39]=2)[N:14]2[C:23]3[C:18](=[CH:19][CH:20]=[C:21]([C:24]([F:25])([F:26])[F:27])[CH:22]=3)[N:17]([C:28]([O:30][CH2:31][CH3:32])=[O:29])[CH:16]([CH2:33][CH3:34])[CH2:15]2)[CH:6]=[C:7]([C:9]([F:12])([F:11])[F:10])[CH:8]=1. The catalyst class is: 68. (5) Reactant: C(OC(=O)[NH:7][C:8]1[CH:13]=[CH:12][C:11]([F:14])=[CH:10][C:9]=1[CH2:15][C:16]([CH3:18])=[CH2:17])(C)(C)C.C1(OC)C=CC=CC=1.FC(F)(F)C(O)=O.CS(O)(=O)=O. Product: [CH3:17][C:16]1([CH3:18])[CH2:15][C:9]2[C:8](=[CH:13][CH:12]=[C:11]([F:14])[CH:10]=2)[NH:7]1. The catalyst class is: 4. (6) Product: [O:1]1[C:5]2([CH2:10][CH2:9][CH:8]([O:11][CH2:19][CH:20]3[CH2:25][CH2:24][N:23]([C:26]([O:28][CH2:29][C:30]4[CH:31]=[CH:32][CH:33]=[CH:34][CH:35]=4)=[O:27])[CH2:22][CH2:21]3)[CH2:7][CH2:6]2)[O:4][CH2:3][CH2:2]1. Reactant: [O:1]1[C:5]2([CH2:10][CH2:9][CH:8]([OH:11])[CH2:7][CH2:6]2)[O:4][CH2:3][CH2:2]1.[H-].[Na+].CS(O[CH2:19][CH:20]1[CH2:25][CH2:24][N:23]([C:26]([O:28][CH2:29][C:30]2[CH:35]=[CH:34][CH:33]=[CH:32][CH:31]=2)=[O:27])[CH2:22][CH2:21]1)(=O)=O.O. The catalyst class is: 3. (7) The catalyst class is: 3. Product: [I:17][C:18]1[CH:23]=[CH:22][C:21]([O:24][CH3:25])=[CH:20][C:19]=1[S:11][C:5]1[NH:6][C:7]2[C:3]([N:4]=1)=[C:2]([NH2:1])[N:10]=[CH:9][N:8]=2. Reactant: [NH2:1][C:2]1[N:10]=[CH:9][N:8]=[C:7]2[C:3]=1[NH:4][C:5](=[S:11])[NH:6]2.F[B-](F)(F)F.[I:17][C:18]1[CH:23]=[CH:22][C:21]([O:24][CH3:25])=[CH:20][C:19]=1[N+]#N.C([O-])(O)=O.[Na+].